This data is from Reaction yield outcomes from USPTO patents with 853,638 reactions. The task is: Predict the reaction yield, written as a fraction of the theoretical maximum amount of product (1.0 means a 100% yield; for example, 0.34 means a 34% yield). (1) The reactants are C([O-])(=O)CO.[NH2:6][C:7]1[NH:11][N:10]=[C:9]([CH2:12][OH:13])[N:8]=1.[CH3:14][C:15](=O)[CH2:16][C:17](=O)[CH3:18].C(O)(=O)C. The catalyst is C(Cl)Cl.CCO. The product is [CH3:14][C:15]1[CH:16]=[C:17]([CH3:18])[N:11]2[N:10]=[C:9]([CH2:12][OH:13])[N:8]=[C:7]2[N:6]=1. The yield is 0.817. (2) The reactants are [Br:1][C:2]1[CH:16]=[C:15](/[CH:17]=[CH:18]/[CH:19]([C:24]2[CH:29]=[C:28]([Cl:30])[C:27]([Cl:31])=[C:26]([Cl:32])[CH:25]=2)[C:20]([F:23])([F:22])[F:21])[CH:14]=[CH:13][C:3]=1[C:4]([NH:6][CH:7]1[CH2:12][CH2:11][NH:10][CH2:9][CH2:8]1)=[O:5].[C:33](Cl)(=[O:35])[CH3:34]. The catalyst is C(Cl)Cl. The product is [C:33]([N:10]1[CH2:11][CH2:12][CH:7]([NH:6][C:4](=[O:5])[C:3]2[CH:13]=[CH:14][C:15](/[CH:17]=[CH:18]/[CH:19]([C:24]3[CH:25]=[C:26]([Cl:32])[C:27]([Cl:31])=[C:28]([Cl:30])[CH:29]=3)[C:20]([F:23])([F:21])[F:22])=[CH:16][C:2]=2[Br:1])[CH2:8][CH2:9]1)(=[O:35])[CH3:34]. The yield is 0.500. (3) The reactants are [CH2:1]([O:8][C:9]1[CH:14]=[CH:13][C:12]([NH:15][N:16]=[C:17]([C:22](=[O:26])[CH2:23][O:24][CH3:25])[C:18]([O:20][CH3:21])=[O:19])=[C:11]([F:27])[CH:10]=1)[C:2]1[CH:7]=[CH:6][CH:5]=[CH:4][CH:3]=1.[CH3:28]OC(OC)N(C)C. The yield is 0.930. The product is [CH2:1]([O:8][C:9]1[CH:14]=[CH:13][C:12]([N:15]2[CH:28]=[C:23]([O:24][CH3:25])[C:22](=[O:26])[C:17]([C:18]([O:20][CH3:21])=[O:19])=[N:16]2)=[C:11]([F:27])[CH:10]=1)[C:2]1[CH:3]=[CH:4][CH:5]=[CH:6][CH:7]=1. No catalyst specified. (4) The reactants are [OH:1][CH:2]([C:27]([CH3:30])([CH3:29])[CH3:28])[CH2:3][O:4][C:5]1[CH:10]=[CH:9][C:8]([C:11]([C:16]2[CH:24]=[CH:23][C:19]([C:20](O)=[O:21])=[C:18]([CH3:25])[CH:17]=2)([CH2:14][CH3:15])[CH2:12][CH3:13])=[CH:7][C:6]=1[CH3:26].Cl.[NH2:32][CH2:33][CH2:34][S:35]([CH3:38])(=[O:37])=[O:36].C1C=CC2N(O)N=NC=2C=1.CCN(CC)CC.CCN=C=NCCCN(C)C. The catalyst is C(Cl)Cl. The product is [CH2:12]([C:11]([C:16]1[CH:24]=[CH:23][C:19]([C:20]([NH:32][CH2:33][CH2:34][S:35]([CH3:38])(=[O:37])=[O:36])=[O:21])=[C:18]([CH3:25])[CH:17]=1)([C:8]1[CH:9]=[CH:10][C:5]([O:4][CH2:3][CH:2]([OH:1])[C:27]([CH3:30])([CH3:28])[CH3:29])=[C:6]([CH3:26])[CH:7]=1)[CH2:14][CH3:15])[CH3:13]. The yield is 0.760. (5) The reactants are [F:1][C:2]1[CH:7]=[CH:6][C:5]([F:8])=[CH:4][C:3]=1[N:9]1[CH:13]=[C:12]([C:14]2[N:15]=[C:16]3[C:22]([C:23]([OH:25])=O)=[CH:21][N:20]([CH2:26][O:27][CH2:28][CH2:29][Si:30]([CH3:33])([CH3:32])[CH3:31])[C:17]3=[N:18][CH:19]=2)[N:11]=[CH:10]1.[NH2:34][C@H:35]([CH:44]1[CH2:46][CH2:45]1)[C:36]([N:38]1[CH2:41][CH:40]([C:42]#[N:43])[CH2:39]1)=[O:37].C(Cl)CCl. The catalyst is CN(C1C=CN=CC=1)C.ClCCl. The product is [C:42]([CH:40]1[CH2:41][N:38]([C:36](=[O:37])[C@H:35]([NH:34][C:23]([C:22]2[C:16]3[C:17](=[N:18][CH:19]=[C:14]([C:12]4[N:11]=[CH:10][N:9]([C:3]5[CH:4]=[C:5]([F:8])[CH:6]=[CH:7][C:2]=5[F:1])[CH:13]=4)[N:15]=3)[N:20]([CH2:26][O:27][CH2:28][CH2:29][Si:30]([CH3:31])([CH3:33])[CH3:32])[CH:21]=2)=[O:25])[CH:44]2[CH2:45][CH2:46]2)[CH2:39]1)#[N:43]. The yield is 0.480. (6) The reactants are [NH2:1][C:2]1[CH:24]=[CH:23][C:5]([CH2:6][C:7]2[N:17]([CH2:18][C:19]([CH3:22])([CH3:21])[CH3:20])[C:10]3[N:11]=[C:12]([C:15]#[N:16])[N:13]=[CH:14][C:9]=3[CH:8]=2)=[CH:4][CH:3]=1.CO[CH:27]1[CH2:31][CH2:30][CH:29](OC)O1. The catalyst is C(O)(=O)C. The product is [CH3:22][C:19]([CH3:21])([CH3:20])[CH2:18][N:17]1[C:10]2[N:11]=[C:12]([C:15]#[N:16])[N:13]=[CH:14][C:9]=2[CH:8]=[C:7]1[CH2:6][C:5]1[CH:4]=[CH:3][C:2]([N:1]2[CH:27]=[CH:31][CH:30]=[CH:29]2)=[CH:24][CH:23]=1. The yield is 0.602. (7) The reactants are [Cl:1][C:2]1[CH:3]=[N:4][CH:5]=[CH:6][C:7]=1[CH2:8][NH:9][C:10]1[N:15]=[CH:14][C:13]([CH2:16][OH:17])=[CH:12][CH:11]=1.CC(OI1(OC(C)=O)(OC(C)=O)OC(=O)C2C=CC=CC1=2)=O.C(=O)([O-])[O-].[K+].[K+]. The catalyst is O1CCCC1. The product is [Cl:1][C:2]1[CH:3]=[N:4][CH:5]=[CH:6][C:7]=1[CH2:8][NH:9][C:10]1[N:15]=[CH:14][C:13]([CH:16]=[O:17])=[CH:12][CH:11]=1. The yield is 0.910. (8) The reactants are [O:1]1[C:5]2([CH2:10][CH2:9][N:8]([C:11]([O:13][C:14]([CH3:17])([CH3:16])[CH3:15])=[O:12])[CH2:7][CH2:6]2)[CH2:4]OS1(=O)=O.CCCC[N+](CCCC)(CCCC)CCCC.[F-:37]. The catalyst is C1COCC1. The product is [F:37][CH2:4][C:5]1([OH:1])[CH2:10][CH2:9][N:8]([C:11]([O:13][C:14]([CH3:17])([CH3:16])[CH3:15])=[O:12])[CH2:7][CH2:6]1. The yield is 0.880.